This data is from Reaction yield outcomes from USPTO patents with 853,638 reactions. The task is: Predict the reaction yield, written as a fraction of the theoretical maximum amount of product (1.0 means a 100% yield; for example, 0.34 means a 34% yield). (1) The reactants are [N:1]1([C:6]2[CH:11]=[CH:10][C:9](/[CH:12]=[CH:13]/[C:14]([C:20]3[CH:25]=[C:24]([Cl:26])[CH:23]=[C:22]([Cl:27])[CH:21]=3)([OH:19])[C:15]([F:18])([F:17])[F:16])=[CH:8][CH:7]=2)[CH:5]=[N:4][CH:3]=[N:2]1.[H-].[Na+].[CH3:30]I. The catalyst is C1COCC1. The product is [Cl:27][C:22]1[CH:21]=[C:20]([C:14]([O:19][CH3:30])([C:15]([F:18])([F:17])[F:16])/[CH:13]=[CH:12]/[C:9]2[CH:10]=[CH:11][C:6]([N:1]3[CH:5]=[N:4][CH:3]=[N:2]3)=[CH:7][CH:8]=2)[CH:25]=[C:24]([Cl:26])[CH:23]=1. The yield is 0.350. (2) The reactants are Cl[C:2]1[CH:7]=[CH:6][N:5]=[C:4]2[CH:8]=[C:9]([C:11]3[N:12]([CH3:16])[CH:13]=[CH:14][N:15]=3)[S:10][C:3]=12.[CH3:17][NH:18][C:19]([C:21]1[C:22]2[CH:30]=[CH:29][C:28]([OH:31])=[CH:27][C:23]=2[S:24][C:25]=1[CH3:26])=[O:20].C([O-])([O-])=O.[Cs+].[Cs+].O. The catalyst is CS(C)=O. The product is [CH3:17][NH:18][C:19]([C:21]1[C:22]2[CH:30]=[CH:29][C:28]([O:31][C:2]3[CH:7]=[CH:6][N:5]=[C:4]4[CH:8]=[C:9]([C:11]5[N:12]([CH3:16])[CH:13]=[CH:14][N:15]=5)[S:10][C:3]=34)=[CH:27][C:23]=2[S:24][C:25]=1[CH3:26])=[O:20]. The yield is 0.400.